This data is from Experimentally validated miRNA-target interactions with 360,000+ pairs, plus equal number of negative samples. The task is: Binary Classification. Given a miRNA mature sequence and a target amino acid sequence, predict their likelihood of interaction. (1) The miRNA is cfa-miR-539 with sequence GGAGAAAUUAUCCUUGGUGUGU. The protein sequence of the target gene is MRAVRAETPARELFRDAAFPASDSSLFYNLSTPLAQFREDITWRRPQEICATPQLFPDNPWEGQVKQGLLGDCWFLCACAALQKSQHLLDQVFPPGQPGWSDQKYQGFFTCRIWQFGHWEEVTIDDRLPCLAGRLCFSRCQREDVFWLPLLEKAYAKVHGSYEHLWAGQVADALVDLTGSLAERWSLKDVTKASGQQDRPSGGEHRTCRQLLHLKDRCLISCSVLSPRAGARELGEFHAFIISDLQELRSQTGQGILLLRIHNPWGRRCWQGLWREGGEGWNQVEPAKESELLAQLQEGE.... Result: 0 (no interaction). (2) The protein sequence of the target gene is MMAADIPRVTTPLSSLVQVPQEEDRQEEEVTTMILEDDSWVQEAVLQEDGPESEPFPQSAGKGGPQEEVTRGPQGALGRLRELCRRWLRPEVHTKEQMLTMLPKEIQAWLQEHRPESSEEAAALVEDLTQTLQDSDFEIQSENGENCNQDMFENESRKIFSEMPEGESAQHSDGESDFERDAGIQRLQGHSPGEDHGEVVSQDREVGQLIGLQGTYLGEKPYECPQCGKTFSRKSHLITHERTHTGEKYYKCDECGKSFSDGSNFSRHQTTHTGEKPYKCRDCGKSFSRSANLITHQRIH.... The miRNA is hsa-miR-1208 with sequence UCACUGUUCAGACAGGCGGA. Result: 0 (no interaction). (3) The miRNA is hsa-miR-7977 with sequence UUCCCAGCCAACGCACCA. The protein sequence of the target gene is MSELEKAMVALIDVFHQYSGREGDKHKLKKSELKELINNELSHFLEEIKEQEVVDKVMETLDEDGDGECDFQEFMAFVAMVTTACHEFFEHE. Result: 0 (no interaction). (4) The miRNA is hsa-miR-519e-3p with sequence AAGUGCCUCCUUUUAGAGUGUU. The protein sequence of the target gene is MPATAYERVVYKSPSEYHYMKVCLEFQEHGVGLNVAQFKQLLVSALRDLFGEVGAALPVDVLTYDEKTLSAILRICSSGLVKLWSSLTLFGAYKSKKCAFRVIQVSPFLLALSGNSREQVLD. Result: 0 (no interaction). (5) The miRNA is hsa-miR-548av-3p with sequence AAAACUGCAGUUACUUUUGC. The protein sequence of the target gene is MICQKFCVVLLHWEFIYVITAFNLSYPITPWRFKLSCMPPNSTYDYFLLPAGLSKNTSNSNGHYETAVEPKFNSSGTHFSNLSKTTFHCCFRSEQDRNCSLCADNIEGKTFVSTVNSLVFQQIDANWNIQCWLKGDLKLFICYVESLFKNLFRNYNYKVHLLYVLPEVLEDSPLVPQKGSFQMVHCNCSVHECCECLVPVPTAKLNDTLLMCLKITSGGVIFQSPLMSVQPINMVKPDPPLGLHMEITDDGNLKISWSSPPLVPFPLQYQVKYSENSTTVIREADKIVSATSLLVDSILP.... Result: 0 (no interaction). (6) The miRNA is mmu-miR-7b-5p with sequence UGGAAGACUUGUGAUUUUGUUGUU. The protein sequence of the target gene is MAADVSVTHRPPLSPEAEAEAETPETVDRRAPEQELPPLDPEEIRKRLEHTERQFRNRRKILIRGLPGDVTNQEVHDLLSDYELKYCFVDKYKGTAFVTLLNGEQAEAAINTFHQSRLRERELSVQLQPTDALLCVANLPPSLTQAQFEELVRPFGSLERCFLVYSERTGHSKGYGFAEYMKKDSAARAKSDLLGKPLGPRTLYVHWTDAGQLTPALLHSRCLCVDHLPPGFSDVDALRRALSVVYTPTFCQLACGQDGQLKGFAVLEYETAEMAEAAQERADGQALGDSHLRVSFCAPG.... Result: 1 (interaction). (7) The miRNA is hsa-miR-1-3p with sequence UGGAAUGUAAAGAAGUAUGUAU. The protein sequence of the target gene is MWVCSTLWRVRTPARQWRGLLPASGCHGPAASSYSASAEPARVRALVYGHHGDPAKVVELKNLELAAVRGSDVRVKMLAAPINPSDINMIQGNYGFLPELPAVGGNEGVAQVVAVGSNVTGLKPGDWVIPANAGLGTWRTEAVFSEEALIQVPSDIPLQSAATLGVNPCTAYRMLMDFEQLQPGDSVIQNASNSGVGQAVIQIAAALGLRTINVVRDRPDIQKLSDRLKSLGAEHVITEEELRRPEMKNFFKDMPQPRLALNCVGGKSSTELLRQLARGGTMVTYGGMAKQPVVASVSLL.... Result: 1 (interaction).